This data is from Reaction yield outcomes from USPTO patents with 853,638 reactions. The task is: Predict the reaction yield, written as a fraction of the theoretical maximum amount of product (1.0 means a 100% yield; for example, 0.34 means a 34% yield). (1) The reactants are [Br:1][C:2]1[CH:7]=[CH:6][N:5]=[C:4]([CH2:8][C:9]([C:11]2[CH:16]=[CH:15][C:14]([O:17][CH3:18])=[CH:13][CH:12]=2)=O)[CH:3]=1.Cl.[NH2:20][OH:21].[OH-].[Na+]. The catalyst is CO.O. The product is [Br:1][C:2]1[CH:7]=[CH:6][N:5]=[C:4]([CH2:8][C:9]([C:11]2[CH:16]=[CH:15][C:14]([O:17][CH3:18])=[CH:13][CH:12]=2)=[N:20][OH:21])[CH:3]=1. The yield is 0.840. (2) The reactants are [CH2:1]([O:3][C:4]1[CH:5]=[C:6]([CH:12]([N:17]2[CH2:25][C:24]3[C:19](=[CH:20][CH:21]=[CH:22][CH:23]=3)[C:18]2=[O:26])[CH2:13][C:14](O)=[O:15])[CH:7]=[CH:8][C:9]=1[O:10][CH3:11])[CH3:2].Cl.[NH2:28][OH:29].O. The catalyst is O1CCCC1. The product is [CH2:1]([O:3][C:4]1[CH:5]=[C:6]([CH:12]([N:17]2[CH2:25][C:24]3[C:19](=[CH:20][CH:21]=[CH:22][CH:23]=3)[C:18]2=[O:26])[CH2:13][C:14]([NH:28][OH:29])=[O:15])[CH:7]=[CH:8][C:9]=1[O:10][CH3:11])[CH3:2]. The yield is 0.820. (3) The reactants are N12CCCN=C1CCCCC2.Cl.[NH2:13][CH2:14][C:15]1[CH:23]=[CH:22][CH:21]=[C:20]2[C:16]=1[C:17](=[O:33])[N:18]([CH:25]1[CH2:30][CH2:29][C:28](=[O:31])[NH:27][C:26]1=[O:32])[C:19]2=[O:24].[S:34]1[CH:38]=[CH:37][CH:36]=[C:35]1[C:39](Cl)=[O:40]. The catalyst is CC#N. The product is [O:32]=[C:26]1[CH:25]([N:18]2[C:17](=[O:33])[C:16]3[C:20](=[CH:21][CH:22]=[CH:23][C:15]=3[CH2:14][NH:13][C:39]([C:35]3[S:34][CH:38]=[CH:37][CH:36]=3)=[O:40])[C:19]2=[O:24])[CH2:30][CH2:29][C:28](=[O:31])[NH:27]1. The yield is 0.470. (4) The reactants are [Br:1][C:2]1[CH:7]=[CH:6][C:5]([C@H:8]([NH:13][C:14]([O:16][C:17]([CH3:20])([CH3:19])[CH3:18])=[O:15])[CH2:9][C:10]([OH:12])=[O:11])=[CH:4][CH:3]=1.[CH3:21]N(C(ON1N=NC2C=CC=CC1=2)=[N+](C)C)C.[B-](F)(F)(F)F.C1C=CC2N(O)N=NC=2C=1.CCN(C(C)C)C(C)C. The catalyst is C(Cl)Cl.CO. The product is [CH3:21][O:11][C:10](=[O:12])[CH2:9][C@H:8]([C:5]1[CH:4]=[CH:3][C:2]([Br:1])=[CH:7][CH:6]=1)[NH:13][C:14]([O:16][C:17]([CH3:20])([CH3:19])[CH3:18])=[O:15]. The yield is 0.990. (5) The reactants are [Cl:1][C:2]1[C:3]([Cl:23])=[CH:4][C:5]2[C:6]3[CH2:15][CH2:14][N:13]([C:16]([O:18][C:19]([CH3:22])([CH3:21])[CH3:20])=[O:17])[CH2:12][CH2:11][C:7]=3[NH:8][C:9]=2[CH:10]=1.[H-].[Na+].[F:26][C:27]1[CH:36]=[CH:35][C:30]([O:31][CH2:32][CH2:33]Br)=[CH:29][CH:28]=1. The catalyst is CN(C=O)C. The product is [Cl:1][C:2]1[C:3]([Cl:23])=[CH:4][C:5]2[C:6]3[CH2:15][CH2:14][N:13]([C:16]([O:18][C:19]([CH3:20])([CH3:22])[CH3:21])=[O:17])[CH2:12][CH2:11][C:7]=3[N:8]([CH2:33][CH2:32][O:31][C:30]3[CH:35]=[CH:36][C:27]([F:26])=[CH:28][CH:29]=3)[C:9]=2[CH:10]=1. The yield is 0.780.